From a dataset of HIV replication inhibition screening data with 41,000+ compounds from the AIDS Antiviral Screen. Binary Classification. Given a drug SMILES string, predict its activity (active/inactive) in a high-throughput screening assay against a specified biological target. The compound is CCCCCCCCCCCCCCCC[N+](C)(C)Cc1ccc(C[N+](C)(C)CCCCCCCCCCCCCCCC)cc1.[Br-]. The result is 0 (inactive).